The task is: Binary Classification. Given a drug SMILES string, predict its activity (active/inactive) in a high-throughput screening assay against a specified biological target.. This data is from Orexin1 receptor HTS with 218,158 compounds and 233 confirmed actives. (1) The molecule is S(=O)(=O)(N1CCN(CC1)C)c1c(ccc(c1)c1n2nc(c3c(c2nn1)cccc3)C)C. The result is 0 (inactive). (2) The compound is Fc1c(NC(=O)CCc2n3nc(N4CCCC4)ccc3nn2)ccc(F)c1. The result is 0 (inactive).